Dataset: Catalyst prediction with 721,799 reactions and 888 catalyst types from USPTO. Task: Predict which catalyst facilitates the given reaction. (1) Reactant: [CH3:1][O:2][C:3]1[CH:12]=[C:11]2[C:6]([C:7]([NH2:13])=[CH:8][CH:9]=[N:10]2)=[CH:5][CH:4]=1.[O:14]=[C:15]1[CH:20]=[CH:19][C:18]([C:21]2[S:22][CH:23]=[CH:24][CH:25]=2)=[CH:17][N:16]1[CH2:26][C:27](O)=[O:28].C(N(CC)CC)C.CN(C(ON1N=NC2C=CC=NC1=2)=[N+](C)C)C.F[P-](F)(F)(F)(F)F.C([O-])(O)=O.[Na+]. Product: [CH3:1][O:2][C:3]1[CH:12]=[C:11]2[C:6]([C:7]([NH:13][C:27](=[O:28])[CH2:26][N:16]3[CH:17]=[C:18]([C:21]4[S:22][CH:23]=[CH:24][CH:25]=4)[CH:19]=[CH:20][C:15]3=[O:14])=[CH:8][CH:9]=[N:10]2)=[CH:5][CH:4]=1. The catalyst class is: 31. (2) Reactant: [CH3:1][C:2](=[CH2:5])[CH2:3][NH2:4].C1CCN2C(=NCCC2)CC1.[CH:17]1([N:23]=[C:24]=[O:25])[CH2:22][CH2:21][CH2:20][CH2:19][CH2:18]1.O. Product: [CH:17]1([NH:23][C:24]([NH:4][CH2:3][C:2]([CH3:1])=[CH2:5])=[O:25])[CH2:22][CH2:21][CH2:20][CH2:19][CH2:18]1. The catalyst class is: 12. (3) Reactant: Cl.Cl.[CH3:3][O:4][C:5]1[N:10]=[CH:9][C:8]([N:11]2[CH2:26][CH2:25][C:14]3[N:15]=[CH:16][N:17]=[C:18]([O:19][C@H:20]4[CH2:24][CH2:23][NH:22][CH2:21]4)[C:13]=3[CH2:12]2)=[CH:7][C:6]=1[C:27]([F:30])([F:29])[F:28].C(N(CC)CC)C.[I-].[C:39]([N:42]1[CH2:47][CH2:46][N:45]([C:48]([NH+]2C=CN(C)C2)=[O:49])[CH2:44][CH2:43]1)(=[O:41])[CH3:40]. Product: [CH3:3][O:4][C:5]1[N:10]=[CH:9][C:8]([N:11]2[CH2:26][CH2:25][C:14]3[N:15]=[CH:16][N:17]=[C:18]([O:19][C@H:20]4[CH2:24][CH2:23][N:22]([C:48]([N:45]5[CH2:46][CH2:47][N:42]([C:39](=[O:41])[CH3:40])[CH2:43][CH2:44]5)=[O:49])[CH2:21]4)[C:13]=3[CH2:12]2)=[CH:7][C:6]=1[C:27]([F:30])([F:28])[F:29]. The catalyst class is: 2.